From a dataset of Forward reaction prediction with 1.9M reactions from USPTO patents (1976-2016). Predict the product of the given reaction. Given the reactants Cl.[NH:2]1[CH2:7][CH2:6][CH2:5][C@H:4]([C:8]([NH2:10])=[O:9])[CH2:3]1.C(N(CC)CC)C.[F:18][C:19]1[CH:27]=[CH:26][C:22]([C:23](Cl)=[O:24])=[CH:21][CH:20]=1.[OH-].[Na+], predict the reaction product. The product is: [F:18][C:19]1[CH:27]=[CH:26][C:22]([C:23]([N:2]2[CH2:7][CH2:6][CH2:5][C@H:4]([C:8]([NH2:10])=[O:9])[CH2:3]2)=[O:24])=[CH:21][CH:20]=1.